From a dataset of Forward reaction prediction with 1.9M reactions from USPTO patents (1976-2016). Predict the product of the given reaction. (1) Given the reactants [O:1]1[CH2:5][CH2:4][CH:3]([CH2:6][OH:7])[CH2:2]1.C(N(CC)CC)C.[CH3:15][S:16](Cl)(=[O:18])=[O:17].C(=O)([O-])[O-].[Na+].[Na+], predict the reaction product. The product is: [O:1]1[CH2:5][CH2:4][CH:3]([CH2:6][O:7][S:16]([CH3:15])(=[O:18])=[O:17])[CH2:2]1. (2) The product is: [CH3:4][N:7]([CH3:8])[CH2:17]/[CH:18]=[CH:19]/[C:20]([NH:42][C:40]1[N:39]=[CH:38][C:34]2[N:35]=[CH:36][N:37]=[C:32]([NH:31][C:27]3[CH:28]=[CH:29][CH:30]=[C:25]([C:23]#[CH:24])[CH:26]=3)[C:33]=2[CH:41]=1)=[O:22]. Given the reactants C1CC[CH:4]([N:7]=[C:8]=NC2CCCCC2)CC1.Br[CH2:17]/[CH:18]=[CH:19]/[C:20]([OH:22])=O.[C:23]([C:25]1[CH:26]=[C:27]([NH:31][C:32]2[C:33]3[CH:41]=[C:40]([NH2:42])[N:39]=[CH:38][C:34]=3[N:35]=[CH:36][N:37]=2)[CH:28]=[CH:29][CH:30]=1)#[CH:24].C(N(C(C)C)CC)(C)C.CNC.C(=O)([O-])[O-].[Na+].[Na+], predict the reaction product. (3) The product is: [C:64](=[N:62][C@:26]1([CH:25]2[NH:30][C:31](=[O:32])[C@H:33]3[N:37]([CH2:36][C@H:35]([O:38][C:39]([N:41]4[CH2:49][C:48]5[C:43](=[CH:44][CH:45]=[CH:46][C:47]=5[F:50])[CH2:42]4)=[O:40])[CH2:34]3)[C:1](=[O:2])[CH2:4][CH2:5][CH2:6][N:7]([CH3:51])[CH2:8][CH2:9][CH2:10][CH2:11][NH:12][C:13]3[C:14](=[CH:15][CH:16]=[CH:17][CH:18]=3)[S:19](=[O:21])(=[O:20])[NH:22][C:23]2=[O:24])[CH2:27][C@H:28]1[CH:29]=[CH2:52])=[O:68]. Given the reactants [C:1]([CH2:4][CH2:5][CH2:6][N:7]([CH3:51])[CH2:8][CH2:9][CH2:10][CH2:11][NH:12][C:13]1[CH:18]=[CH:17][CH:16]=[CH:15][C:14]=1[S:19]([NH:22][C:23]([C@@:25]1([NH:30][C:31]([C@H:33]2[NH:37][CH2:36][C@H:35]([O:38][C:39]([N:41]3[CH2:49][C:48]4[C:43](=[CH:44][CH:45]=[CH:46][C:47]=4[F:50])[CH2:42]3)=[O:40])[CH2:34]2)=[O:32])[CH2:27][C@H:26]1[CH:28]=[CH2:29])=[O:24])(=[O:21])=[O:20])(O)=[O:2].[CH3:52]CN(C(C)C)C(C)C.C[N:62]([C:64]([O:68]N1N=NC2C=CC=NC1=2)=[N+](C)C)C.F[P-](F)(F)(F)(F)F, predict the reaction product. (4) Given the reactants [Si]([O:8][C:9]1[CH:22]=[CH:21][C:12]([CH2:13][N:14]2[CH2:18][C@@H:17]([CH3:19])[O:16][C:15]2=[O:20])=[CH:11][C:10]=1[CH3:23])(C(C)(C)C)(C)C.[CH:24]1([CH2:30]Br)[CH2:29][CH2:28][CH2:27][CH2:26][CH2:25]1, predict the reaction product. The product is: [CH:24]1([CH2:30][O:8][C:9]2[CH:22]=[CH:21][C:12]([CH2:13][N:14]3[CH2:18][C@@H:17]([CH3:19])[O:16][C:15]3=[O:20])=[CH:11][C:10]=2[CH3:23])[CH2:29][CH2:28][CH2:27][CH2:26][CH2:25]1. (5) Given the reactants [CH2:1]([O:3][C:4](=[O:16])[CH2:5][C:6]1[CH:11]=[C:10](Br)[CH:9]=[CH:8][C:7]=1[N+:13]([O-:15])=[O:14])[CH3:2].[CH3:17][N:18]1[CH2:23][CH2:22][NH:21][CH2:20][CH2:19]1, predict the reaction product. The product is: [CH2:1]([O:3][C:4](=[O:16])[CH2:5][C:6]1[CH:11]=[C:10]([N:21]2[CH2:22][CH2:23][N:18]([CH3:17])[CH2:19][CH2:20]2)[CH:9]=[CH:8][C:7]=1[N+:13]([O-:15])=[O:14])[CH3:2]. (6) Given the reactants [F:1][C:2]1[CH:32]=[CH:31][C:30]([NH:33][C:34]([NH:36][C:37]2[CH:42]=[CH:41][CH:40]=[C:39]([C:43]([F:46])([F:45])[F:44])[CH:38]=2)=[O:35])=[CH:29][C:3]=1[C:4]([C:6]1[CH:15]=[C:14]2[C:9]([N:10]=[CH:11][C:12]([N:16]3[CH2:21][CH2:20][N:19](C(OC(C)(C)C)=O)[CH2:18][CH2:17]3)=[N:13]2)=[CH:8][CH:7]=1)=[O:5].C(O)(C(F)(F)F)=O, predict the reaction product. The product is: [F:1][C:2]1[CH:32]=[CH:31][C:30]([NH:33][C:34]([NH:36][C:37]2[CH:42]=[CH:41][CH:40]=[C:39]([C:43]([F:46])([F:45])[F:44])[CH:38]=2)=[O:35])=[CH:29][C:3]=1[C:4]([C:6]1[CH:15]=[C:14]2[C:9](=[CH:8][CH:7]=1)[N:10]=[CH:11][C:12]([N:16]1[CH2:21][CH2:20][NH:19][CH2:18][CH2:17]1)=[N:13]2)=[O:5]. (7) Given the reactants [CH3:1][O:2][CH2:3][CH2:4][O:5][C:6]1[CH:7]=[C:8]2[C:20]([NH:21][C:22]3[CH:23]=[CH:24][CH:25]=[C:26]([C:28]#[CH:29])[CH:27]=3)=[N:19][CH:18]=[N:17][C:9]2=[CH:10][C:11]=1[O:12][CH2:13][CH2:14][O:15][CH3:16].N#N.C(Cl)[Cl:33], predict the reaction product. The product is: [C:28]([C:26]1[CH:27]=[C:22]([NH:21][C:20]2[C:8]3[C:9](=[CH:10][C:11]([O:12][CH2:13][CH2:14][O:15][CH3:16])=[C:6]([O:5][CH2:4][CH2:3][O:2][CH3:1])[C:7]=3[Cl:33])[N:17]=[CH:18][N:19]=2)[CH:23]=[CH:24][CH:25]=1)#[CH:29].